This data is from Reaction yield outcomes from USPTO patents with 853,638 reactions. The task is: Predict the reaction yield, written as a fraction of the theoretical maximum amount of product (1.0 means a 100% yield; for example, 0.34 means a 34% yield). (1) The reactants are [Cl:1][C:2]1[N:6]2[C:7](=[O:18])[N:8]([C:12]3[CH:17]=[CH:16][CH:15]=[CH:14][CH:13]=3)[C:9]([CH3:11])=[CH:10][C:5]2=[N:4][CH:3]=1.[O:19]1CCOCC1. No catalyst specified. The product is [Cl:1][C:2]1[N:6]2[C:7](=[O:18])[N:8]([C:12]3[CH:13]=[CH:14][CH:15]=[CH:16][CH:17]=3)[C:9]([CH:11]=[O:19])=[CH:10][C:5]2=[N:4][CH:3]=1. The yield is 0.390. (2) The product is [Cl:1][C:2]1[N:3]=[C:4]([N:14]2[CH2:19][CH2:18][O:17][CH2:16][CH2:15]2)[C:5]2[S:10][C:9]([CH2:11][N:12]([CH3:13])[CH2:26][C:23]3[CH:22]=[CH:21][N:20]=[CH:25][CH:24]=3)=[CH:8][C:6]=2[N:7]=1. No catalyst specified. The reactants are [Cl:1][C:2]1[N:3]=[C:4]([N:14]2[CH2:19][CH2:18][O:17][CH2:16][CH2:15]2)[C:5]2[S:10][C:9]([CH2:11][NH:12][CH3:13])=[CH:8][C:6]=2[N:7]=1.[N:20]1[CH:25]=[CH:24][C:23]([CH:26]=O)=[CH:22][CH:21]=1. The yield is 0.930. (3) The reactants are [NH2:1][CH2:2][C:3]1[CH:8]=[CH:7][C:6]([CH:9]([CH3:31])[C:10]([NH:12][CH2:13][C:14]2[C:15]([C:24]3[CH:25]=[C:26]([CH3:30])[CH:27]=[CH:28][CH:29]=3)=[N:16][C:17]([C:20]([F:23])([F:22])[F:21])=[CH:18][CH:19]=2)=[O:11])=[CH:5][C:4]=1[O:32][CH3:33].[CH3:34][S:35](Cl)(=[O:37])=[O:36]. The catalyst is N1C=CC=CC=1.ClCCl. The product is [CH3:33][O:32][C:4]1[CH:5]=[C:6]([CH:9]([CH3:31])[C:10]([NH:12][CH2:13][C:14]2[C:15]([C:24]3[CH:25]=[C:26]([CH3:30])[CH:27]=[CH:28][CH:29]=3)=[N:16][C:17]([C:20]([F:21])([F:22])[F:23])=[CH:18][CH:19]=2)=[O:11])[CH:7]=[CH:8][C:3]=1[CH2:2][NH:1][S:35]([CH3:34])(=[O:37])=[O:36]. The yield is 0.220. (4) The reactants are Cl.[NH2:2][C@H:3]([CH2:7][CH2:8][C:9]([F:12])([F:11])[F:10])[C:4]([NH2:6])=[O:5].[Cl:13][C:14]1[CH:19]=[CH:18][C:17]([S:20](Cl)(=[O:22])=[O:21])=[CH:16][CH:15]=1.C1COCC1.C(N(CC)CC)C. The catalyst is O. The product is [Cl:13][C:14]1[CH:19]=[CH:18][C:17]([S:20]([NH:2][C@H:3]([CH2:7][CH2:8][C:9]([F:10])([F:11])[F:12])[C:4]([NH2:6])=[O:5])(=[O:22])=[O:21])=[CH:16][CH:15]=1. The yield is 0.910. (5) The catalyst is C(Cl)Cl. The yield is 0.850. The reactants are [Cl:1][C:2]1[CH:7]=[CH:6][C:5]([CH:8]([CH2:13]O)[C:9]([O:11][CH3:12])=[O:10])=[CH:4][CH:3]=1. The product is [Cl:1][C:2]1[CH:3]=[CH:4][C:5]([C:8](=[CH2:13])[C:9]([O:11][CH3:12])=[O:10])=[CH:6][CH:7]=1.